From a dataset of Forward reaction prediction with 1.9M reactions from USPTO patents (1976-2016). Predict the product of the given reaction. (1) Given the reactants [Cl:1][C:2]1[CH:7]=[C:6]([F:8])[CH:5]=[CH:4][C:3]=1[NH:9]S[C@H]1C(C(OCC)=O)=CCOC1.ClC1[CH:28]=[CH:27][CH:26]=[C:25]([C:29]([O:31]O)=O)C=1.[S:33]([O-:36])([O-])=[O:34].[Na+].[Na+].[C:39](=[O:42])([O-])[OH:40].[Na+].[C:44](OCC)(=O)[CH3:45], predict the reaction product. The product is: [Cl:1][C:2]1[CH:7]=[C:6]([F:8])[CH:5]=[CH:4][C:3]=1[NH:9][S:33]([C@H:25]1[C:26]([C:39]([O:40][CH2:44][CH3:45])=[O:42])=[CH:27][CH2:28][O:31][CH2:29]1)(=[O:36])=[O:34]. (2) Given the reactants C([O:3][C:4]([C:6]1[C:10]([O:11][CH2:12][CH2:13][NH:14][CH2:15][C:16]([F:19])([F:18])[F:17])=[C:9]([C:20]2[CH:25]=[CH:24][C:23]([Cl:26])=[CH:22][CH:21]=2)[N:8]([C:27]2[CH:32]=[CH:31][CH:30]=[CH:29][C:28]=2[Cl:33])[N:7]=1)=[O:5])C.[OH-].[K+].Cl, predict the reaction product. The product is: [ClH:26].[Cl:26][C:23]1[CH:22]=[CH:21][C:20]([C:9]2[N:8]([C:27]3[CH:32]=[CH:31][CH:30]=[CH:29][C:28]=3[Cl:33])[N:7]=[C:6]([C:4]([OH:5])=[O:3])[C:10]=2[O:11][CH2:12][CH2:13][NH:14][CH2:15][C:16]([F:17])([F:19])[F:18])=[CH:25][CH:24]=1. (3) Given the reactants [CH3:1][C@@H:2]1[CH2:7][CH2:6][CH2:5][N:4]([C:8]([C:10]2[CH:15]=[C:14]([CH3:16])[CH:13]=[CH:12][C:11]=2[C:17]2[CH:18]=[N:19][N:20]([CH3:22])[CH:21]=2)=[O:9])[C@@H:3]1[CH2:23][NH:24][C:25]1[CH:30]=[CH:29][C:28]([C:31]([F:34])([F:33])[F:32])=[CH:27][N:26]=1.BrC1C([F:42])=CC(C(F)(F)F)=CN=1, predict the reaction product. The product is: [F:42][C:30]1[C:25]([NH:24][CH2:23][C@@H:3]2[C@H:2]([CH3:1])[CH2:7][CH2:6][CH2:5][N:4]2[C:8]([C:10]2[CH:15]=[C:14]([CH3:16])[CH:13]=[CH:12][C:11]=2[C:17]2[CH:18]=[N:19][N:20]([CH3:22])[CH:21]=2)=[O:9])=[N:26][CH:27]=[C:28]([C:31]([F:34])([F:32])[F:33])[CH:29]=1. (4) Given the reactants C(OC(=O)[NH:7][C@H:8]1[CH2:12][CH2:11][C@H:10]([N:13]2[C:24]3[C:16](=[CH:17][N:18]=[C:19]4[C:23]=3[CH:22]=[CH:21][NH:20]4)[N:15]=[N:14]2)[CH2:9]1)(C)(C)C.FC(F)(F)C(O)=O.O, predict the reaction product. The product is: [N:13]1([C@H:10]2[CH2:11][CH2:12][C@H:8]([NH2:7])[CH2:9]2)[C:24]2[C:16](=[CH:17][N:18]=[C:19]3[C:23]=2[CH:22]=[CH:21][NH:20]3)[N:15]=[N:14]1.